From a dataset of Peptide-MHC class II binding affinity with 134,281 pairs from IEDB. Regression. Given a peptide amino acid sequence and an MHC pseudo amino acid sequence, predict their binding affinity value. This is MHC class II binding data. (1) The peptide sequence is VVAPQLPADLMIRII. The MHC is DRB1_1501 with pseudo-sequence DRB1_1501. The binding affinity (normalized) is 0.451. (2) The peptide sequence is TDALRTLGSTSADEV. The MHC is DRB1_0802 with pseudo-sequence DRB1_0802. The binding affinity (normalized) is 0.684. (3) The peptide sequence is AVIRGKKGAGGITIK. The MHC is HLA-DPA10103-DPB10201 with pseudo-sequence HLA-DPA10103-DPB10201. The binding affinity (normalized) is 0.261. (4) The peptide sequence is YESYKFIPALEAA. The MHC is DRB1_1302 with pseudo-sequence DRB1_1302. The binding affinity (normalized) is 0.218. (5) The peptide sequence is QAVMEMTYKNKVVKV. The MHC is DRB1_0701 with pseudo-sequence DRB1_0701. The binding affinity (normalized) is 0.695. (6) The peptide sequence is KRVSNVIIHGLHLYG. The MHC is HLA-DPA10201-DPB10501 with pseudo-sequence HLA-DPA10201-DPB10501. The binding affinity (normalized) is 0.246. (7) The peptide sequence is MSMASSSSSSLLAMA. The MHC is DRB1_0802 with pseudo-sequence DRB1_0802. The binding affinity (normalized) is 0.318. (8) The peptide sequence is HDGGCRKELAAVSVD. The MHC is HLA-DQA10301-DQB10302 with pseudo-sequence HLA-DQA10301-DQB10302. The binding affinity (normalized) is 0.268. (9) The peptide sequence is MKEGRYEVRAELPGV. The MHC is HLA-DPA10103-DPB10201 with pseudo-sequence HLA-DPA10103-DPB10201. The binding affinity (normalized) is 0.192. (10) The peptide sequence is LLGQNTAAIAAIEAQ. The MHC is DRB1_1001 with pseudo-sequence DRB1_1001. The binding affinity (normalized) is 0.346.